Dataset: Full USPTO retrosynthesis dataset with 1.9M reactions from patents (1976-2016). Task: Predict the reactants needed to synthesize the given product. (1) Given the product [CH3:19][O:5][C:4](=[O:6])[C:3]1[CH:7]=[CH:8][C:9]([N+:11]([O-:13])=[O:12])=[CH:10][C:2]=1[CH3:1], predict the reactants needed to synthesize it. The reactants are: [CH3:1][C:2]1[CH:10]=[C:9]([N+:11]([O-:13])=[O:12])[CH:8]=[CH:7][C:3]=1[C:4]([OH:6])=[O:5].S(=O)(=O)(O)O.[CH3:19]O. (2) Given the product [C:1]1([S:7]([N:10]2[CH2:14][CH:13]([C:15]([N:29]3[CH2:30][CH2:31][N:26]([C:32]4[O:33][C:34]5[CH:40]=[CH:39][CH:38]=[CH:37][C:35]=5[N:36]=4)[CH2:27][CH2:28]3)=[O:16])[N:12]([C:18]3[CH:23]=[CH:22][CH:21]=[CH:20][C:19]=3[Cl:24])[C:11]2=[O:25])(=[O:9])=[O:8])[CH:2]=[CH:3][CH:4]=[CH:5][CH:6]=1, predict the reactants needed to synthesize it. The reactants are: [C:1]1([S:7]([N:10]2[CH2:14][CH:13]([C:15](O)=[O:16])[N:12]([C:18]3[CH:23]=[CH:22][CH:21]=[CH:20][C:19]=3[Cl:24])[C:11]2=[O:25])(=[O:9])=[O:8])[CH:6]=[CH:5][CH:4]=[CH:3][CH:2]=1.[N:26]1([C:32]2[O:33][C:34]3[CH:40]=[CH:39][CH:38]=[CH:37][C:35]=3[N:36]=2)[CH2:31][CH2:30][NH:29][CH2:28][CH2:27]1. (3) Given the product [NH2:12][C:10]1[S:11][CH:2]=[C:1]([C:4]2[O:5][CH:6]=[CH:7][CH:8]=2)[N:9]=1, predict the reactants needed to synthesize it. The reactants are: [C:1]([C:4]1[O:5][CH:6]=[CH:7][CH:8]=1)(=O)[CH3:2].[NH2:9][C:10]([NH2:12])=[S:11]. (4) Given the product [CH3:28][O:34][C:15](=[O:27])[C:16]1[CH:21]=[C:20]([O:22][CH3:23])[CH:19]=[C:18]([C:24]2[C:25](=[NH:26])[N:10]([CH2:11][CH3:12])[C:4]3[C:5]([CH:8]=2)=[CH:6][N:7]=[C:2]([Cl:1])[CH:3]=3)[CH:17]=1, predict the reactants needed to synthesize it. The reactants are: [Cl:1][C:2]1[N:7]=[CH:6][C:5]([CH:8]=O)=[C:4]([NH:10][CH2:11][CH3:12])[CH:3]=1.CO[C:15](=[O:27])[C:16]1[CH:21]=[C:20]([O:22][CH3:23])[CH:19]=[C:18]([CH2:24][C:25]#[N:26])[CH:17]=1.[C:28]([O-])([O-])=O.[K+].[K+].[OH2:34].